From a dataset of Experimentally validated miRNA-target interactions with 360,000+ pairs, plus equal number of negative samples. Binary Classification. Given a miRNA mature sequence and a target amino acid sequence, predict their likelihood of interaction. (1) Result: 0 (no interaction). The miRNA is hsa-miR-1972 with sequence UCAGGCCAGGCACAGUGGCUCA. The protein sequence of the target gene is MNYDSQQPPLPPLPYAGCRRASGFPALGRGGTVPVGVWGGAGQGREGRSWGEGPRGPGLGRRDLSSADPAVLGATMESRCYGCAVKFTLFKKEYGCKNCGRAFCSGCLSFSAAVPRTGNTQQKVCKQCHEVLTRGSSANASKWSPPQNYKKRVAALEAKQKPSTSQSQGLTRQDQMIAERLARLRQENKPKLVPSQAEIEARLAALKDERQGSIPSTQEMEARLAALQGRVLPSQTPQPAHHTPDTRTQAQQTQDLLTQLAAEVAIDESWKGGGPAASLQNDLNQGGPGSTNSKRQANWS.... (2) The miRNA is hsa-miR-6715a-3p with sequence CCAAACCAGUCGUGCCUGUGG. The protein sequence of the target gene is MGAVWSALLVGGGLAGALFVWLLRGGPGDTGKDGDAEQEKDAPLGGAAIPGGHQSGSSGLSPGPSGQELVTKPEHLQESNGHLISKTKDLGKLQAASWRLQNPSREVCDNSREHVPSGQFPDTEAPATSETSNSRSYSEVSRNESLESPMGEWGFQKGQEISAKAATCFAEKLPSSNLLKNRAKEEMSLSDLNSQDRVDHEEWEMVPRHSSWGDVGVGGSLKAPVLNLNQGMDNGRSTLVEARGQQVHGKMERVAVMPAGSQQVSVRFQVHYVTSTDVQFIAVTGDHECLGRWNTYIPLH.... Result: 0 (no interaction). (3) The miRNA is mmu-miR-697 with sequence AACAUCCUGGUCCUGUGGAGA. The protein sequence of the target gene is MIRGRAPRTRPSPPPPLLPLLSLSLLLLSPTVRGDCGPPPDIPNARPILGRHSKFAEQSKVAYSCNNGFKQVPDKSNIVVCLENGQWSSHETFCEKSCVAPERLSFASLKKEYLNMNFFPVGTIVEYECRPGFRKQPPLPGKATCLEDLVWSPVAQFCKKKSCPNPKDLDNGHINIPTGILFGSEINFSCNPGYRLVGVSSTFCSVTGNTVDWDDEFPVCTEIHCPEPPKINNGIMRGESDSYTYSQVVTYSCDKGFILVGNASIYCTVSKSDVGQWSSPPPRCIEKSKVPTKKPTINVP.... Result: 0 (no interaction).